Dataset: NCI-60 drug combinations with 297,098 pairs across 59 cell lines. Task: Regression. Given two drug SMILES strings and cell line genomic features, predict the synergy score measuring deviation from expected non-interaction effect. (1) Drug 1: CCC(=C(C1=CC=CC=C1)C2=CC=C(C=C2)OCCN(C)C)C3=CC=CC=C3.C(C(=O)O)C(CC(=O)O)(C(=O)O)O. Drug 2: C1CCC(C(C1)N)N.C(=O)(C(=O)[O-])[O-].[Pt+4]. Cell line: UACC-257. Synergy scores: CSS=10.5, Synergy_ZIP=-0.650, Synergy_Bliss=2.40, Synergy_Loewe=-0.0983, Synergy_HSA=0.0364. (2) Cell line: MCF7. Drug 1: CCCCC(=O)OCC(=O)C1(CC(C2=C(C1)C(=C3C(=C2O)C(=O)C4=C(C3=O)C=CC=C4OC)O)OC5CC(C(C(O5)C)O)NC(=O)C(F)(F)F)O. Drug 2: C#CCC(CC1=CN=C2C(=N1)C(=NC(=N2)N)N)C3=CC=C(C=C3)C(=O)NC(CCC(=O)O)C(=O)O. Synergy scores: CSS=29.9, Synergy_ZIP=-1.13, Synergy_Bliss=-2.64, Synergy_Loewe=-1.30, Synergy_HSA=-1.66.